Task: Regression. Given two drug SMILES strings and cell line genomic features, predict the synergy score measuring deviation from expected non-interaction effect.. Dataset: NCI-60 drug combinations with 297,098 pairs across 59 cell lines (1) Drug 1: COC1=C(C=C2C(=C1)N=CN=C2NC3=CC(=C(C=C3)F)Cl)OCCCN4CCOCC4. Drug 2: CC(C)NC(=O)C1=CC=C(C=C1)CNNC.Cl. Cell line: NCI/ADR-RES. Synergy scores: CSS=19.1, Synergy_ZIP=2.92, Synergy_Bliss=4.66, Synergy_Loewe=-9.12, Synergy_HSA=1.42. (2) Drug 1: CCC1(CC2CC(C3=C(CCN(C2)C1)C4=CC=CC=C4N3)(C5=C(C=C6C(=C5)C78CCN9C7C(C=CC9)(C(C(C8N6C=O)(C(=O)OC)O)OC(=O)C)CC)OC)C(=O)OC)O.OS(=O)(=O)O. Drug 2: CCCCCOC(=O)NC1=NC(=O)N(C=C1F)C2C(C(C(O2)C)O)O. Cell line: OVCAR-4. Synergy scores: CSS=28.8, Synergy_ZIP=-1.24, Synergy_Bliss=2.76, Synergy_Loewe=-69.3, Synergy_HSA=4.38. (3) Drug 1: C1CN1C2=NC(=NC(=N2)N3CC3)N4CC4. Drug 2: CNC(=O)C1=NC=CC(=C1)OC2=CC=C(C=C2)NC(=O)NC3=CC(=C(C=C3)Cl)C(F)(F)F. Cell line: EKVX. Synergy scores: CSS=0.687, Synergy_ZIP=-17.4, Synergy_Bliss=-47.4, Synergy_Loewe=-3.53, Synergy_HSA=-45.8. (4) Drug 1: CNC(=O)C1=CC=CC=C1SC2=CC3=C(C=C2)C(=NN3)C=CC4=CC=CC=N4. Drug 2: C1CC(=O)NC(=O)C1N2CC3=C(C2=O)C=CC=C3N. Cell line: OVCAR-8. Synergy scores: CSS=-0.651, Synergy_ZIP=-0.804, Synergy_Bliss=-2.52, Synergy_Loewe=-2.87, Synergy_HSA=-3.75. (5) Drug 1: CC(C1=C(C=CC(=C1Cl)F)Cl)OC2=C(N=CC(=C2)C3=CN(N=C3)C4CCNCC4)N. Drug 2: CS(=O)(=O)C1=CC(=C(C=C1)C(=O)NC2=CC(=C(C=C2)Cl)C3=CC=CC=N3)Cl. Cell line: KM12. Synergy scores: CSS=48.8, Synergy_ZIP=0.411, Synergy_Bliss=3.60, Synergy_Loewe=-2.46, Synergy_HSA=7.47. (6) Drug 1: CC1=CC2C(CCC3(C2CCC3(C(=O)C)OC(=O)C)C)C4(C1=CC(=O)CC4)C. Drug 2: CCCCCOC(=O)NC1=NC(=O)N(C=C1F)C2C(C(C(O2)C)O)O. Cell line: HCT116. Synergy scores: CSS=-0.00900, Synergy_ZIP=-0.914, Synergy_Bliss=-0.670, Synergy_Loewe=-1.44, Synergy_HSA=-1.34.